Dataset: NCI-60 drug combinations with 297,098 pairs across 59 cell lines. Task: Regression. Given two drug SMILES strings and cell line genomic features, predict the synergy score measuring deviation from expected non-interaction effect. (1) Drug 1: COC1=NC(=NC2=C1N=CN2C3C(C(C(O3)CO)O)O)N. Drug 2: CC=C1C(=O)NC(C(=O)OC2CC(=O)NC(C(=O)NC(CSSCCC=C2)C(=O)N1)C(C)C)C(C)C. Cell line: OVCAR-4. Synergy scores: CSS=10.8, Synergy_ZIP=-1.35, Synergy_Bliss=-0.107, Synergy_Loewe=-95.8, Synergy_HSA=-5.09. (2) Drug 1: CC1=C(C=C(C=C1)NC2=NC=CC(=N2)N(C)C3=CC4=NN(C(=C4C=C3)C)C)S(=O)(=O)N.Cl. Drug 2: CC1=C2C(C(=O)C3(C(CC4C(C3C(C(C2(C)C)(CC1OC(=O)C(C(C5=CC=CC=C5)NC(=O)OC(C)(C)C)O)O)OC(=O)C6=CC=CC=C6)(CO4)OC(=O)C)O)C)O. Cell line: NCI-H226. Synergy scores: CSS=35.7, Synergy_ZIP=4.53, Synergy_Bliss=4.25, Synergy_Loewe=4.10, Synergy_HSA=6.34. (3) Cell line: SK-MEL-5. Drug 1: CN(C)N=NC1=C(NC=N1)C(=O)N. Synergy scores: CSS=9.33, Synergy_ZIP=-4.50, Synergy_Bliss=-1.71, Synergy_Loewe=-8.52, Synergy_HSA=-4.54. Drug 2: C1CN(CCN1C(=O)CCBr)C(=O)CCBr. (4) Drug 1: CC1C(C(=O)NC(C(=O)N2CCCC2C(=O)N(CC(=O)N(C(C(=O)O1)C(C)C)C)C)C(C)C)NC(=O)C3=C4C(=C(C=C3)C)OC5=C(C(=O)C(=C(C5=N4)C(=O)NC6C(OC(=O)C(N(C(=O)CN(C(=O)C7CCCN7C(=O)C(NC6=O)C(C)C)C)C)C(C)C)C)N)C. Drug 2: CC12CCC3C(C1CCC2O)C(CC4=C3C=CC(=C4)O)CCCCCCCCCS(=O)CCCC(C(F)(F)F)(F)F. Cell line: MCF7. Synergy scores: CSS=38.9, Synergy_ZIP=1.94, Synergy_Bliss=4.33, Synergy_Loewe=2.29, Synergy_HSA=4.54.